From a dataset of Choline transporter screen with 302,306 compounds. Binary Classification. Given a drug SMILES string, predict its activity (active/inactive) in a high-throughput screening assay against a specified biological target. (1) The molecule is Clc1cc(N2CCN(S(=O)(=O)c3c4nc(ccc4ccc3)C)CC2)ccc1. The result is 0 (inactive). (2) The molecule is S(=O)(=O)(c1ccc(O)cc1)c1ccc(O)cc1. The result is 0 (inactive). (3) The drug is s1c(ccc1C)/C=N\c1cc(ccc1O)C. The result is 0 (inactive). (4) The compound is s1c(c(cc1)C)C(=O)NCc1c(OC)cccc1. The result is 0 (inactive).